Dataset: Choline transporter screen with 302,306 compounds. Task: Binary Classification. Given a drug SMILES string, predict its activity (active/inactive) in a high-throughput screening assay against a specified biological target. (1) The molecule is Fc1ccc(Cn2c(=O)c3nnn(c3nc2)c2cc(OC)ccc2)cc1. The result is 0 (inactive). (2) The compound is O=C(Nc1cc2Cc3c(c2cc1)cccc3)c1ccncc1. The result is 0 (inactive).